Task: Predict the product of the given reaction.. Dataset: Forward reaction prediction with 1.9M reactions from USPTO patents (1976-2016) (1) Given the reactants [NH2:1][C:2](=O)[CH2:3][CH2:4][C@@H:5]([NH:17][C:18](=[O:24])[O:19][C:20]([CH3:23])([CH3:22])[CH3:21])[CH2:6][C:7]1[CH:12]=[CH:11][C:10]([C:13]([F:16])([F:15])[F:14])=[CH:9][CH:8]=1.COC1C=CC(P2(SP(C3C=CC(OC)=CC=3)(=S)S2)=[S:35])=CC=1, predict the reaction product. The product is: [NH2:1][C:2](=[S:35])[CH2:3][CH2:4][C@@H:5]([NH:17][C:18](=[O:24])[O:19][C:20]([CH3:23])([CH3:22])[CH3:21])[CH2:6][C:7]1[CH:12]=[CH:11][C:10]([C:13]([F:16])([F:15])[F:14])=[CH:9][CH:8]=1. (2) Given the reactants [NH2:1][CH2:2][C:3]1[CH:4]=[C:5]2[C:9](=[C:10]([CH3:12])[CH:11]=1)[C:8](=[O:13])[N:7]([C:14](=O)[C:15]1[CH:20]=[CH:19][C:18]([O:21][C:22]([F:25])([F:24])[F:23])=[CH:17][CH:16]=1)[CH2:6]2.[C:27]([C:30]1[CH:35]=[CH:34][CH:33]=[CH:32][CH:31]=1)(=O)[CH3:28].[BH3-]C#N.[Na+].C(Cl)(Cl)Cl.CO, predict the reaction product. The product is: [CH3:12][C:10]1[CH:11]=[C:3]([CH2:2][NH:1][CH:27]([C:30]2[CH:35]=[CH:34][CH:33]=[CH:32][CH:31]=2)[CH3:28])[CH:4]=[C:5]2[C:9]=1[C:8](=[O:13])[N:7]([CH2:14][C:15]1[CH:20]=[CH:19][C:18]([O:21][C:22]([F:25])([F:24])[F:23])=[CH:17][CH:16]=1)[CH2:6]2. (3) Given the reactants Cl[C:2]1[CH:11]=[C:10]2[C:5]([N:6]=[CH:7][C:8]([NH:12][C@H:13]3[CH2:16][C@H:15]([N:17]4[C:21]5=[N:22][CH:23]=[CH:24][CH:25]=[C:20]5[N:19]=[C:18]4[O:26][CH3:27])[CH2:14]3)=[N:9]2)=[CH:4][CH:3]=1, predict the reaction product. The product is: [CH3:27][O:26][C:18]1[N:17]([C@H:15]2[CH2:16][C@H:13]([NH:12][C:8]3[CH2:7][NH:6][C:5]4[C:10](=[CH:11][CH:2]=[CH:3][CH:4]=4)[N:9]=3)[CH2:14]2)[C:21]2=[N:22][CH:23]=[CH:24][CH:25]=[C:20]2[N:19]=1. (4) Given the reactants [CH2:1]([C:8]1[CH:13]=[CH:12][C:11](Br)=[C:10]([C:15]([F:18])([F:17])[F:16])[CH:9]=1)[C:2]1[CH:7]=[CH:6][CH:5]=[CH:4][CH:3]=1.[B:19]1([B:19]2[O:23][C:22]([CH3:25])([CH3:24])[C:21]([CH3:27])([CH3:26])[O:20]2)[O:23][C:22]([CH3:25])([CH3:24])[C:21]([CH3:27])([CH3:26])[O:20]1, predict the reaction product. The product is: [CH2:1]([C:8]1[CH:13]=[CH:12][C:11]([B:19]2[O:23][C:22]([CH3:25])([CH3:24])[C:21]([CH3:27])([CH3:26])[O:20]2)=[C:10]([C:15]([F:18])([F:17])[F:16])[CH:9]=1)[C:2]1[CH:7]=[CH:6][CH:5]=[CH:4][CH:3]=1.